This data is from CYP1A2 inhibition data for predicting drug metabolism from PubChem BioAssay. The task is: Regression/Classification. Given a drug SMILES string, predict its absorption, distribution, metabolism, or excretion properties. Task type varies by dataset: regression for continuous measurements (e.g., permeability, clearance, half-life) or binary classification for categorical outcomes (e.g., BBB penetration, CYP inhibition). Dataset: cyp1a2_veith. The drug is COC(=O)C/C=C\[C@@H](C)[C@@H](/C=N\OC[C@@H](O)[C@H]1O[C@H]2OC(C)(C)O[C@H]2[C@@H]1O)NS(=O)(=O)c1ccc(C)cc1. The result is 0 (non-inhibitor).